From a dataset of Reaction yield outcomes from USPTO patents with 853,638 reactions. Predict the reaction yield, written as a fraction of the theoretical maximum amount of product (1.0 means a 100% yield; for example, 0.34 means a 34% yield). (1) The reactants are [C:1]([C:4]1[C:22](=[O:23])[C@@:8]2([CH3:24])[C:9]3[C:15]([OH:16])=[CH:14][C:13]([O:17][CH3:18])=[C:12]([C:19]([NH2:21])=[O:20])[C:10]=3[O:11][C:7]2=[CH:6][C:5]=1[OH:25])(=[O:3])[CH3:2].[CH3:26][C:27]1[CH:34]=[CH:33][C:32]([CH3:35])=[CH:31][C:28]=1[CH:29]=O.C([SiH](CC)CC)C.FC(F)(F)C(O)=O. The catalyst is C(#N)C. The product is [C:1]([C:4]1[C:22](=[O:23])[C@@:8]2([CH3:24])[C:9]3[C:15]([OH:16])=[CH:14][C:13]([O:17][CH3:18])=[C:12]([C:19]([NH:21][CH2:29][C:28]4[CH:31]=[C:32]([CH3:35])[CH:33]=[CH:34][C:27]=4[CH3:26])=[O:20])[C:10]=3[O:11][C:7]2=[CH:6][C:5]=1[OH:25])(=[O:3])[CH3:2]. The yield is 0.940. (2) The reactants are [OH-].[K+].[N+:3]([C:6]1[CH:14]=[C:13]2[C:9]([CH:10]=[CH:11][NH:12]2)=[CH:8][CH:7]=1)([O-:5])=[O:4].[CH3:15][N:16]1[CH2:21][CH2:20][C:19](=O)[CH2:18][CH2:17]1. The catalyst is CO. The product is [CH3:15][N:16]1[CH2:21][CH2:20][CH:19]([C:10]2[C:9]3[C:13](=[CH:14][C:6]([N+:3]([O-:5])=[O:4])=[CH:7][CH:8]=3)[NH:12][CH:11]=2)[CH2:18][CH2:17]1. The yield is 0.360. (3) The reactants are [CH:1]1([N:6]2[CH2:11][CH2:10][N:9]([C:12]([C:14]3[CH:15]=[C:16]4[C:20](=[CH:21][CH:22]=3)[NH:19][C:18]([C:23](O)=[O:24])=[CH:17]4)=[O:13])[CH2:8][CH2:7]2)[CH2:5][CH2:4][CH2:3][CH2:2]1.C1(N2CCN(C(C3C=C4C(=CC=3)NC(C(N3CCS(=O)(=O)CC3)=O)=C4)=O)CC2)CCCC1.F[B-](F)(F)F.N1(OC(N(C)C)=[N+](C)C)C2C=CC=CC=2N=N1.[CH3:80][C:81]1[CH:87]=[C:86]([CH3:88])[CH:85]=[C:84]([CH3:89])[C:82]=1[NH2:83].C(N(CC)C(C)C)(C)C. The catalyst is CN(C)C=O. The product is [CH3:80][C:81]1[CH:87]=[C:86]([CH3:88])[CH:85]=[C:84]([CH3:89])[C:82]=1[NH:83][C:23]([C:18]1[NH:19][C:20]2[C:16]([CH:17]=1)=[CH:15][C:14]([C:12]([N:9]1[CH2:8][CH2:7][N:6]([CH:1]3[CH2:2][CH2:3][CH2:4][CH2:5]3)[CH2:11][CH2:10]1)=[O:13])=[CH:22][CH:21]=2)=[O:24]. The yield is 0.0700. (4) The reactants are C([N:8]1[C@@H:13]2[C@@:14]([C:17]([O:19][CH2:20][CH3:21])=[O:18])([F:16])[CH2:15][C@@:9]1([C:38]1[CH:43]=[CH:42][CH:41]=[CH:40][CH:39]=1)[C@H:10]([O:22][CH2:23][C:24]1[CH:29]=[C:28]([C:30]([F:33])([F:32])[F:31])[CH:27]=[C:26]([C:34]([F:37])([F:36])[F:35])[CH:25]=1)[CH2:11][CH2:12]2)C1C=CC=CC=1. The catalyst is [Pd].C(O)C. The product is [F:36][C:34]([F:35])([F:37])[C:26]1[CH:25]=[C:24]([CH2:23][O:22][C@@H:10]2[CH2:11][CH2:12][C@@H:13]3[NH:8][C@@:9]2([C:38]2[CH:43]=[CH:42][CH:41]=[CH:40][CH:39]=2)[CH2:15][C@:14]3([C:17]([O:19][CH2:20][CH3:21])=[O:18])[F:16])[CH:29]=[C:28]([C:30]([F:31])([F:32])[F:33])[CH:27]=1. The yield is 0.300.